Dataset: Peptide-MHC class I binding affinity with 185,985 pairs from IEDB/IMGT. Task: Regression. Given a peptide amino acid sequence and an MHC pseudo amino acid sequence, predict their binding affinity value. This is MHC class I binding data. (1) The peptide sequence is ERYFRIHSL. The MHC is HLA-B51:01 with pseudo-sequence HLA-B51:01. The binding affinity (normalized) is 0. (2) The peptide sequence is KRMGVQMQR. The MHC is HLA-B39:01 with pseudo-sequence HLA-B39:01. The binding affinity (normalized) is 0.0847. (3) The peptide sequence is PTMKIFYKHI. The MHC is HLA-A02:01 with pseudo-sequence HLA-A02:01. The binding affinity (normalized) is 0. (4) The peptide sequence is DIMGIPYCNY. The MHC is HLA-A30:02 with pseudo-sequence HLA-A30:02. The binding affinity (normalized) is 0.436. (5) The peptide sequence is YTGDFDSVI. The MHC is Mamu-A2201 with pseudo-sequence Mamu-A2201. The binding affinity (normalized) is 0. (6) The peptide sequence is DRLASTVIY. The MHC is HLA-B51:01 with pseudo-sequence HLA-B51:01. The binding affinity (normalized) is 0.0847. (7) The MHC is HLA-B18:01 with pseudo-sequence HLA-B18:01. The binding affinity (normalized) is 0. The peptide sequence is EVAQRAYR. (8) The peptide sequence is MLIYSMWGK. The MHC is HLA-A33:01 with pseudo-sequence HLA-A33:01. The binding affinity (normalized) is 0.296.